This data is from Full USPTO retrosynthesis dataset with 1.9M reactions from patents (1976-2016). The task is: Predict the reactants needed to synthesize the given product. (1) Given the product [CH3:7][C:8]1[N:12]([C:13]2[CH:18]=[CH:17][C:16]([C:19]([F:21])([F:22])[F:20])=[CH:15][N:14]=2)[N:11]=[CH:10][C:9]=1[C:23]([NH:25][C:26]1[CH:27]=[N:28][C:29]([CH:33]2[CH2:34][CH2:35][N:36]([C:3](=[O:4])[CH:2]([CH3:6])[CH3:1])[CH2:37][CH2:38]2)=[C:30]([CH3:32])[CH:31]=1)=[O:24], predict the reactants needed to synthesize it. The reactants are: [CH3:1][CH:2]([CH3:6])[C:3](Cl)=[O:4].[CH3:7][C:8]1[N:12]([C:13]2[CH:18]=[CH:17][C:16]([C:19]([F:22])([F:21])[F:20])=[CH:15][N:14]=2)[N:11]=[CH:10][C:9]=1[C:23]([NH:25][C:26]1[CH:27]=[N:28][C:29]([CH:33]2[CH2:38][CH2:37][NH:36][CH2:35][CH2:34]2)=[C:30]([CH3:32])[CH:31]=1)=[O:24].N1C=CC=CC=1.C(N(CC)CC)C. (2) Given the product [N+:1]([C:11]1[CH:16]=[CH:15][CH:14]=[CH:13][CH:12]=1)([O-:4])=[O:2], predict the reactants needed to synthesize it. The reactants are: [N+:1]([O-:4])(O)=[O:2].S(=O)(=O)(O)O.O.[CH:11]1[CH:16]=[CH:15][CH:14]=[CH:13][CH:12]=1. (3) Given the product [NH2:1][C:4]1[CH:5]=[CH:6][C:7]([C:10]2[N:14]=[CH:13][NH:12][C:11]=2[C:15]([NH2:17])=[O:16])=[CH:8][CH:9]=1, predict the reactants needed to synthesize it. The reactants are: [N+:1]([C:4]1[CH:9]=[CH:8][C:7]([C:10]2[N:14]=[CH:13][NH:12][C:11]=2[C:15]([NH2:17])=[O:16])=[CH:6][CH:5]=1)([O-])=O.[H][H]. (4) Given the product [NH:16]1[C:11]2([CH2:10][CH2:9][NH:8][CH2:19][CH2:18]2)[CH2:12][O:13][CH2:14][C:15]1=[O:17], predict the reactants needed to synthesize it. The reactants are: C([N:8]1[CH2:19][CH2:18][C:11]2([NH:16][C:15](=[O:17])[CH2:14][O:13][CH2:12]2)[CH2:10][CH2:9]1)C1C=CC=CC=1.Cl.O1CCOCC1.C([O-])=O.[NH4+]. (5) Given the product [Cl:14][C:5]1[CH:4]=[CH:3][C:2]([NH:1][C:30]([C:29]2[N:25]([CH3:24])[N:26]=[C:27]([C:37]([F:42])([F:43])[C:38]([F:40])([F:41])[F:39])[C:28]=2[C:33]([F:35])([F:36])[F:34])=[O:31])=[CH:13][C:6]=1[C:7](=[O:8])[NH:9][CH:10]1[CH2:11][CH2:12]1, predict the reactants needed to synthesize it. The reactants are: [NH2:1][C:2]1[CH:3]=[CH:4][C:5]([Cl:14])=[C:6]([CH:13]=1)[C:7]([NH:9][CH:10]1[CH2:12][CH2:11]1)=[O:8].C(N(C(C)C)C(C)C)C.[CH3:24][N:25]1[C:29]([C:30](Cl)=[O:31])=[C:28]([C:33]([F:36])([F:35])[F:34])[C:27]([C:37]([F:43])([F:42])[C:38]([F:41])([F:40])[F:39])=[N:26]1. (6) Given the product [N:1]1([CH:12]([NH:27][C:25](=[O:26])[CH2:24][C:19]2[CH:20]=[CH:21][C:22]([CH3:23])=[C:17]([F:16])[CH:18]=2)[C:11]([CH3:15])([CH3:14])[CH3:10])[C:5]2[CH:6]=[CH:7][CH:8]=[CH:9][C:4]=2[N:3]=[N:2]1, predict the reactants needed to synthesize it. The reactants are: [NH:1]1[C:5]2[CH:6]=[CH:7][CH:8]=[CH:9][C:4]=2[N:3]=[N:2]1.[CH3:10][C:11]([CH3:15])([CH3:14])[CH:12]=O.[F:16][C:17]1[CH:18]=[C:19]([CH2:24][C:25]([NH2:27])=[O:26])[CH:20]=[CH:21][C:22]=1[CH3:23]. (7) Given the product [CH3:15][C:16]1[CH:20]=[C:19]([NH:21][C:9]([C:4]2[CH:3]=[CH:2][NH:1][N:5]=2)=[O:10])[O:18][N:17]=1, predict the reactants needed to synthesize it. The reactants are: [N:1]1[N:5]2[C:9](=[O:10])[C:4]3[N:5]([N:1]=[CH:2][CH:3]=3)[C:9](=[O:10])[C:4]2=[CH:3][CH:2]=1.[CH3:15][C:16]1[CH:20]=[C:19]([NH2:21])[O:18][N:17]=1.